From a dataset of Reaction yield outcomes from USPTO patents with 853,638 reactions. Predict the reaction yield, written as a fraction of the theoretical maximum amount of product (1.0 means a 100% yield; for example, 0.34 means a 34% yield). (1) The reactants are [F:1][C:2]1[CH:7]=[C:6]([CH:8]([CH3:12])[CH2:9][C:10]#[N:11])[CH:5]=[CH:4][C:3]=1[C:13]1[CH:18]=[CH:17][CH:16]=[CH:15][CH:14]=1.[OH-:19].[K+]. The catalyst is C(O)(C)(C)C.Cl. The product is [F:1][C:2]1[CH:7]=[C:6]([CH:8]([CH3:12])[CH2:9][C:10]([NH2:11])=[O:19])[CH:5]=[CH:4][C:3]=1[C:13]1[CH:14]=[CH:15][CH:16]=[CH:17][CH:18]=1. The yield is 0.750. (2) The catalyst is O. The reactants are [Br:1][C:2]1[CH:7]=[CH:6][C:5]([NH:8][C:9]([NH:11][NH:12][C:13](=O)[CH2:14][CH:15]2[CH2:18][N:17]([C:19]([CH:21]3[CH2:23][CH2:22]3)=[O:20])[CH2:16]2)=[O:10])=[CH:4][CH:3]=1.C(=O)([O-])[O-].[K+].[K+]. The yield is 0.387. The product is [Br:1][C:2]1[CH:7]=[CH:6][C:5]([N:8]2[C:13]([CH2:14][CH:15]3[CH2:18][N:17]([C:19]([CH:21]4[CH2:23][CH2:22]4)=[O:20])[CH2:16]3)=[N:12][NH:11][C:9]2=[O:10])=[CH:4][CH:3]=1. (3) The reactants are [O:1]1[CH2:6][CH2:5][O:4][C:3]2[CH:7]=[C:8]([C:11]([O:13][CH3:14])=[O:12])[CH:9]=[CH:10][C:2]1=2.[N+:15]([O-])([OH:17])=[O:16]. The catalyst is C(O)(=O)C. The product is [N+:15]([C:9]1[C:8]([C:11]([O:13][CH3:14])=[O:12])=[CH:7][C:3]2[O:4][CH2:5][CH2:6][O:1][C:2]=2[CH:10]=1)([O-:17])=[O:16]. The yield is 0.920. (4) The reactants are [NH:1]([C:7]([O:9][C:10]([CH3:13])([CH3:12])[CH3:11])=[O:8])[C@H:2]([C:4]([OH:6])=O)[CH3:3].[C:14]([N:21]1C=CN=C1)(N1C=CN=C1)=[O:15].[CH2:26](N(CC)CC)C.Cl.CNOC. The catalyst is ClCCl.COC(C)(C)C. The yield is 0.890. The product is [C:10]([O:9][C:7](=[O:8])[NH:1][C@@H:2]([CH3:3])[C:4]([NH:21][CH2:14][O:15][CH3:26])=[O:6])([CH3:13])([CH3:12])[CH3:11]. (5) The reactants are [C:1]([O:5][C:6]([C:8]1(C(O)=O)[CH2:10][CH:9]1[CH2:11][CH3:12])=[O:7])([CH3:4])([CH3:3])[CH3:2].C([N:18]([CH2:21]C)CC)C.C1C=CC(P(N=[N+]=[N-])(C2C=CC=CC=2)=[O:30])=CC=1.[CH3:40][Si:41]([CH3:46])([CH3:45])[CH2:42][CH2:43][OH:44]. The catalyst is C1C=CC=CC=1. The product is [C:1]([O:5][C:6]([C@:8]1([NH:18][C:21]([O:44][CH2:43][CH2:42][Si:41]([CH3:46])([CH3:45])[CH3:40])=[O:30])[CH2:10][C@@H:9]1[CH2:11][CH3:12])=[O:7])([CH3:2])([CH3:3])[CH3:4]. The yield is 0.520. (6) The reactants are [NH2:1][C:2]1[S:3][C:4]2[C:10]([N:11]3[CH2:16][CH2:15][O:14][CH2:13][CH2:12]3)=[CH:9][CH:8]=[C:7]([O:17][CH3:18])[C:5]=2[N:6]=1.[C:19](Cl)(Cl)=[O:20].[CH3:23][NH:24][CH2:25][C:26]1[CH:27]=[N:28][C:29]([CH3:32])=[CH:30][CH:31]=1. No catalyst specified. The product is [CH3:18][O:17][C:7]1[C:5]2[N:6]=[C:2]([NH:1][C:19](=[O:20])[N:24]([CH3:23])[CH2:25][C:26]3[CH:27]=[N:28][C:29]([CH3:32])=[CH:30][CH:31]=3)[S:3][C:4]=2[C:10]([N:11]2[CH2:16][CH2:15][O:14][CH2:13][CH2:12]2)=[CH:9][CH:8]=1. The yield is 0.250. (7) The reactants are [I:1][C:2]1[N:7]=[N:6][C:5]2[NH:8][CH:9]=[CH:10][C:4]=2[CH:3]=1.C([O-])([O-])=O.[K+].[K+].[C:17]1([S:23](Cl)(=[O:25])=[O:24])[CH:22]=[CH:21][CH:20]=[CH:19][CH:18]=1. The catalyst is CC#N. The product is [I:1][C:2]1[N:7]=[N:6][C:5]2[N:8]([S:23]([C:17]3[CH:22]=[CH:21][CH:20]=[CH:19][CH:18]=3)(=[O:25])=[O:24])[CH:9]=[CH:10][C:4]=2[CH:3]=1. The yield is 0.750. (8) The reactants are C1(C)C=CC(S([CH2:10][N+:11]#[C-])(=O)=O)=CC=1.CC(C)([O-])C.[K+].[C:20]1([N:26]([C:33]2[CH:40]=[CH:39][C:36]([CH:37]=O)=[CH:35][CH:34]=2)[C:27]2[CH:32]=[CH:31][CH:30]=[CH:29][CH:28]=2)[CH:25]=[CH:24][CH:23]=[CH:22][CH:21]=1.CO. The catalyst is C(COC)OC. The product is [C:20]1([N:26]([C:33]2[CH:40]=[CH:39][C:36]([CH2:37][C:10]#[N:11])=[CH:35][CH:34]=2)[C:27]2[CH:32]=[CH:31][CH:30]=[CH:29][CH:28]=2)[CH:25]=[CH:24][CH:23]=[CH:22][CH:21]=1. The yield is 0.790.